From a dataset of Reaction yield outcomes from USPTO patents with 853,638 reactions. Predict the reaction yield, written as a fraction of the theoretical maximum amount of product (1.0 means a 100% yield; for example, 0.34 means a 34% yield). (1) The catalyst is CN(C1C=CN=CC=1)C.CN(C=O)C.O. The reactants are [CH:1]([C:3]1[N:4]([C:8]2[CH:15]=[CH:14][C:11]([C:12]#[N:13])=[CH:10][C:9]=2[CH3:16])[CH:5]=[CH:6][CH:7]=1)=O.[C:17]([O:23][CH2:24][CH3:25])(=[O:22])[CH2:18]C([O-])=O.[K+].CC(O)=O.N1CCCCC1. The yield is 0.670. The product is [C:12]([C:11]1[CH:14]=[CH:15][C:8]([N:4]2[CH:5]=[CH:6][CH:7]=[C:3]2[CH:1]=[CH:18][C:17]([O:23][CH2:24][CH3:25])=[O:22])=[C:9]([CH3:16])[CH:10]=1)#[N:13]. (2) The reactants are [CH3:1][C:2]1([CH3:12])[CH2:11][NH:10][C@H:9]2[C@H:4]([CH2:5][CH2:6][CH2:7][CH2:8]2)[NH:3]1.Br[C:14]1[CH:19]=[CH:18][C:17]([Cl:20])=[CH:16][CH:15]=1.P(C(C)(C)C)(C(C)(C)C)C(C)(C)C.[H+].[B-](F)(F)(F)F.CC([O-])(C)C.[Na+].[O-]S([O-])(=O)=O.[Mg+2]. The catalyst is CC([O-])=O.CC([O-])=O.[Pd+2].CCOC(C)=O.O.C1(C)C=CC=CC=1. The product is [ClH:20].[Cl:20][C:17]1[CH:18]=[CH:19][C:14]([N:10]2[C@H:9]3[C@H:4]([CH2:5][CH2:6][CH2:7][CH2:8]3)[NH:3][C:2]([CH3:12])([CH3:1])[CH2:11]2)=[CH:15][CH:16]=1. The yield is 0.550. (3) The yield is 0.670. The catalyst is C(OCC)(=O)C.CCCCCC. The reactants are Br[C:2]1[C:10]2[O:9][CH2:8][CH:7]([C:11]3[CH:16]=[CH:15][C:14]([CH:17]([CH3:19])[CH3:18])=[CH:13][CH:12]=3)[C:6]=2[C:5]([CH3:20])=[C:4]([NH:21][C:22](=[O:28])[CH2:23][C:24]([CH3:27])([CH3:26])[CH3:25])[C:3]=1[CH3:29].[F:30][C:31]1[CH:32]=[C:33](B(O)O)[CH:34]=[CH:35][CH:36]=1. The product is [F:30][C:31]1[CH:32]=[C:33]([C:2]2[C:10]3[O:9][CH2:8][CH:7]([C:11]4[CH:16]=[CH:15][C:14]([CH:17]([CH3:18])[CH3:19])=[CH:13][CH:12]=4)[C:6]=3[C:5]([CH3:20])=[C:4]([NH:21][C:22](=[O:28])[CH2:23][C:24]([CH3:27])([CH3:26])[CH3:25])[C:3]=2[CH3:29])[CH:34]=[CH:35][CH:36]=1. (4) The reactants are Cl[C:2]([F:16])([F:15])[C:3]1[NH:7][C:6]2[CH:8]=[CH:9][CH:10]=[C:11]([C:12]([NH2:14])=[O:13])[C:5]=2[N:4]=1.CN(C)[CH:19]=[O:20].O. The catalyst is C(OCC)(=O)C. The product is [F:15][C:2]([F:16])([O:20][CH3:19])[C:3]1[NH:7][C:6]2[CH:8]=[CH:9][CH:10]=[C:11]([C:12]([NH2:14])=[O:13])[C:5]=2[N:4]=1. The yield is 0.140. (5) No catalyst specified. The product is [CH3:32][CH:30]([CH3:31])[C@@H:25]([NH:24][C:23]([C:21]1[O:20][N:19]=[C:18]([C:15]2[CH:16]=[CH:17][C:12]([NH:11][C:2]([NH:1][C:4]3[CH:9]=[CH:8][C:7]([CH3:10])=[CH:6][CH:5]=3)=[O:3])=[CH:13][CH:14]=2)[CH:22]=1)=[S:33])[C:26]([O:28][CH3:29])=[O:27]. The reactants are [N:1]([C:4]1[CH:9]=[CH:8][C:7]([CH3:10])=[CH:6][CH:5]=1)=[C:2]=[O:3].[NH2:11][C:12]1[CH:17]=[CH:16][C:15]([C:18]2[CH:22]=[C:21]([C:23](=[S:33])[NH:24][C@H:25]([CH:30]([CH3:32])[CH3:31])[C:26]([O:28][CH3:29])=[O:27])[O:20][N:19]=2)=[CH:14][CH:13]=1. The yield is 0.650. (6) The reactants are [N+:1]([C:4]1[C:9]([OH:10])=[CH:8][CH:7]=[CH:6][C:5]=1[OH:11])([O-])=O. The catalyst is C(O)C.[Pd]. The product is [NH2:1][C:4]1[C:9]([OH:10])=[CH:8][CH:7]=[CH:6][C:5]=1[OH:11]. The yield is 0.990.